From a dataset of Catalyst prediction with 721,799 reactions and 888 catalyst types from USPTO. Predict which catalyst facilitates the given reaction. Reactant: N[C:2]1[N:6]([C:7]2[CH:12]=[CH:11][C:10]([O:13][CH3:14])=[CH:9][CH:8]=2)[N:5]=[C:4]([CH3:15])[C:3]=1[C:16]#[N:17].[I:18]CI.N(OCCC(C)C)=O. Product: [I:18][C:2]1[N:6]([C:7]2[CH:12]=[CH:11][C:10]([O:13][CH3:14])=[CH:9][CH:8]=2)[N:5]=[C:4]([CH3:15])[C:3]=1[C:16]#[N:17]. The catalyst class is: 23.